This data is from TCR-epitope binding with 47,182 pairs between 192 epitopes and 23,139 TCRs. The task is: Binary Classification. Given a T-cell receptor sequence (or CDR3 region) and an epitope sequence, predict whether binding occurs between them. The epitope is TLIGDCATV. The TCR CDR3 sequence is CASSQLAGSYNEQFF. Result: 0 (the TCR does not bind to the epitope).